Dataset: Peptide-MHC class II binding affinity with 134,281 pairs from IEDB. Task: Regression. Given a peptide amino acid sequence and an MHC pseudo amino acid sequence, predict their binding affinity value. This is MHC class II binding data. The peptide sequence is KNWMTETLLVQNANPDCKTI. The MHC is HLA-DQA10301-DQB10301 with pseudo-sequence YNYHERRFATVLHIVYFAYTYYDVRTETVHLETT. The binding affinity (normalized) is 0.347.